Dataset: Full USPTO retrosynthesis dataset with 1.9M reactions from patents (1976-2016). Task: Predict the reactants needed to synthesize the given product. (1) Given the product [F:1][C:2]1[CH:3]=[C:4]([C:8]2[C@:9]3([CH2:25][CH2:24][C@H:23]4[C@@H:14]([CH2:15][CH2:16][C:17]5[CH:18]=[C:19]([C:26]([NH:29][CH2:30][CH2:31][C@H:32]([CH2:33][OH:34])[CH3:35])=[O:28])[CH:20]=[CH:21][C:22]=54)[C@@H:11]3[CH2:12][CH:13]=2)[CH3:10])[CH:5]=[N:6][CH:7]=1, predict the reactants needed to synthesize it. The reactants are: [F:1][C:2]1[CH:3]=[C:4]([C:8]2[C@:9]3([CH2:25][CH2:24][C@H:23]4[C@@H:14]([CH2:15][CH2:16][C:17]5[CH:18]=[C:19]([C:26]([OH:28])=O)[CH:20]=[CH:21][C:22]=54)[C@@H:11]3[CH2:12][CH:13]=2)[CH3:10])[CH:5]=[N:6][CH:7]=1.[NH2:29][CH2:30][CH2:31][C@@H:32]([CH3:35])[CH2:33][OH:34]. (2) Given the product [CH2:1]([N:8]1[C:17]2[C:12](=[CH:13][C:14]([C:29]3[CH:34]=[CH:33][CH:32]=[CH:31][CH:30]=3)=[CH:15][CH:16]=2)[CH2:11][C@H:10]([NH:19][S:20]([C:23]2[CH:28]=[CH:27][CH:26]=[CH:25][CH:24]=2)(=[O:22])=[O:21])[CH2:9]1)[C:2]1[CH:7]=[CH:6][CH:5]=[CH:4][CH:3]=1, predict the reactants needed to synthesize it. The reactants are: [CH2:1]([N:8]1[C:17]2[C:12](=[CH:13][C:14](Br)=[CH:15][CH:16]=2)[CH2:11][C@H:10]([NH:19][S:20]([C:23]2[CH:28]=[CH:27][CH:26]=[CH:25][CH:24]=2)(=[O:22])=[O:21])[CH2:9]1)[C:2]1[CH:7]=[CH:6][CH:5]=[CH:4][CH:3]=1.[C:29]1(B(O)O)[CH:34]=[CH:33][CH:32]=[CH:31][CH:30]=1.C([O-])([O-])=O.[K+].[K+]. (3) The reactants are: [F:1][CH:2]1[CH2:7][CH2:6][N:5]([C:8]([C:10]2[N:11]=[C:12]([C:15]([NH:17][NH:18][C:19](=O)[CH2:20][C:21]([CH3:27])([CH3:26])[C:22]([O:24][CH3:25])=[O:23])=[O:16])[S:13][CH:14]=2)=[O:9])[CH2:4][CH2:3]1.Br[C:30]1[CH:31]=[C:32]([C:40]([OH:49])([C:45]([F:48])([F:47])[F:46])[C:41]([F:44])([F:43])[F:42])[CH:33]=[C:34]([C:36]([CH3:39])([CH3:38])[CH3:37])[CH:35]=1.C1C=CC(P(C2C=CC=CC=2)C2C=CC=CC=2)=CC=1.CC([O-])=O.[K+]. Given the product [C:36]([C:34]1[CH:35]=[C:30]([C:14]2[S:13][C:12]([C:15]3[O:16][C:19]([CH2:20][C:21]([CH3:27])([CH3:26])[C:22]([O:24][CH3:25])=[O:23])=[N:18][N:17]=3)=[N:11][C:10]=2[C:8]([N:5]2[CH2:4][CH2:3][CH:2]([F:1])[CH2:7][CH2:6]2)=[O:9])[CH:31]=[C:32]([C:40]([OH:49])([C:45]([F:46])([F:47])[F:48])[C:41]([F:42])([F:43])[F:44])[CH:33]=1)([CH3:39])([CH3:37])[CH3:38], predict the reactants needed to synthesize it. (4) Given the product [CH:1]1([C:10]([OH:12])=[O:11])[CH:3]2[CH2:4][CH:5]3[CH:9]([CH:2]12)[CH2:8][CH2:7][CH2:6]3, predict the reactants needed to synthesize it. The reactants are: [CH:1]1([C:10]([O:12]CC)=[O:11])[CH:3]2[CH2:4][CH:5]3[CH:9]([CH:2]12)[CH2:8][CH2:7][CH2:6]3.C[C@@]12[C@@H](C(OCC)=O)C1C[C@@H]1[C@@H](C1(C)C)C2. (5) Given the product [OH:1][C@H:2]([C:25]1[C:26]([CH3:35])=[C:27]2[C:31](=[CH:32][CH:33]=1)[C:30](=[O:34])[O:29][CH2:28]2)[CH2:3][N:4]1[CH2:5][CH2:6][C:7]2([O:11][C:10](=[O:12])[N:9]([C:13]3[CH:18]=[CH:17][C:16]([S:19]([CH3:22])(=[O:21])=[O:20])=[CH:15][CH:36]=3)[CH2:8]2)[CH2:23][CH2:24]1, predict the reactants needed to synthesize it. The reactants are: [OH:1][C@H:2]([C:25]1[C:26]([CH3:35])=[C:27]2[C:31](=[CH:32][CH:33]=1)[C:30](=[O:34])[O:29][CH2:28]2)[CH2:3][N:4]1[CH2:24][CH2:23][C:7]2([O:11][C:10](=[O:12])[N:9]([C:13]3[CH:18]=[CH:17][C:16]([S:19]([CH3:22])(=[O:21])=[O:20])=[CH:15]N=3)[CH2:8]2)[CH2:6][CH2:5]1.[CH3:36]S(C1C=CC(N2CC3(CCNCC3)OC2=O)=CC=1)(=O)=O.CC1C([C@@H]2CO2)=CC=C2C=1COC2=O.